This data is from Full USPTO retrosynthesis dataset with 1.9M reactions from patents (1976-2016). The task is: Predict the reactants needed to synthesize the given product. (1) The reactants are: F[C:2]1[CH:12]=[CH:11][C:5]([C:6]([O:8][CH2:9][CH3:10])=[O:7])=[CH:4][CH:3]=1.Cl.[CH:14]1([C:19]2([O:25][CH3:26])[CH2:24][CH2:23][NH:22][CH2:21][CH2:20]2)[CH2:18][CH2:17][CH2:16][CH2:15]1.C(=O)([O-])[O-].[K+].[K+].O. Given the product [CH:14]1([C:19]2([O:25][CH3:26])[CH2:24][CH2:23][N:22]([C:2]3[CH:12]=[CH:11][C:5]([C:6]([O:8][CH2:9][CH3:10])=[O:7])=[CH:4][CH:3]=3)[CH2:21][CH2:20]2)[CH2:15][CH2:16][CH2:17][CH2:18]1, predict the reactants needed to synthesize it. (2) Given the product [CH3:1][C:2]1[CH:3]=[C:4]([CH:24]=[CH:25][C:26]=1[CH3:27])[CH2:5][N:6]1[CH2:10][CH:9]([CH2:11][CH2:12][O:13][S:40]([C:37]2[CH:38]=[CH:39][C:34]([CH3:54])=[CH:35][CH:36]=2)(=[O:42])=[O:41])[N:8]([CH2:14][C:15]2[CH:20]=[CH:19][C:18]([O:21][CH3:22])=[CH:17][CH:16]=2)[C:7]1=[O:23], predict the reactants needed to synthesize it. The reactants are: [CH3:1][C:2]1[CH:3]=[C:4]([CH:24]=[CH:25][C:26]=1[CH3:27])[CH2:5][N:6]1[CH2:10][CH:9]([CH2:11][CH2:12][OH:13])[N:8]([CH2:14][C:15]2[CH:20]=[CH:19][C:18]([O:21][CH3:22])=[CH:17][CH:16]=2)[C:7]1=[O:23].N1C=CC=CC=1.[C:34]1([CH3:54])[CH:39]=[CH:38][C:37]([S:40](O[S:40]([C:37]2[CH:38]=[CH:39][C:34]([CH3:54])=[CH:35][CH:36]=2)(=[O:42])=[O:41])(=[O:42])=[O:41])=[CH:36][CH:35]=1.N#N. (3) Given the product [F:1][C:2]1[CH:29]=[CH:28][CH:27]=[CH:26][C:3]=1[CH2:4][N:5]1[C:9]2=[N:10][CH:11]=[CH:12][CH:13]=[C:8]2[C:7]([C:14]2[N:22]=[C:21]3[C:17]([N:18]([CH3:24])[C:19](=[O:23])[NH:20]3)=[C:16]([C:34]#[C:33][C:31]([OH:35])([CH3:32])[CH3:30])[N:15]=2)=[N:6]1, predict the reactants needed to synthesize it. The reactants are: [F:1][C:2]1[CH:29]=[CH:28][CH:27]=[CH:26][C:3]=1[CH2:4][N:5]1[C:9]2=[N:10][CH:11]=[CH:12][CH:13]=[C:8]2[C:7]([C:14]2[N:22]=[C:21]3[C:17]([N:18]([CH3:24])[C:19](=[O:23])[NH:20]3)=[C:16](I)[N:15]=2)=[N:6]1.[CH3:30][C:31]([OH:35])([C:33]#[CH:34])[CH3:32].C(NC(C)C)(C)C.C(OCC)(=O)C. (4) The reactants are: [C:1]1([S:11]([NH2:14])(=[O:13])=[O:12])[C:2]([S:7]([NH2:10])(=[O:9])=[O:8])=[CH:3][CH:4]=[CH:5][CH:6]=1.[O:15]1[C:19]2[CH:20]=[CH:21][CH:22]=[CH:23][C:18]=2[N:17]=[C:16]1[C:24]1[CH:32]=[CH:31][C:27]([C:28](O)=[O:29])=[CH:26][CH:25]=1.C(Cl)CCl. Given the product [O:15]1[C:19]2[CH:20]=[CH:21][CH:22]=[CH:23][C:18]=2[N:17]=[C:16]1[C:24]1[CH:32]=[CH:31][C:27]([C:28]([NH:10][S:7]([C:2]2[CH:3]=[CH:4][CH:5]=[CH:6][C:1]=2[S:11](=[O:13])(=[O:12])[NH2:14])(=[O:9])=[O:8])=[O:29])=[CH:26][CH:25]=1, predict the reactants needed to synthesize it. (5) Given the product [CH3:1][O:2][CH2:3][CH2:4][O:5][C:6]1[CH:7]=[CH:8][C:9]([CH2:26][CH2:27][C:28](=[O:38])[NH:29][S:30]([CH2:33][CH2:34][CH2:35][CH2:36][CH3:37])(=[O:31])=[O:32])=[C:10]([CH:25]=1)[O:11][CH:12]1[CH2:17][CH2:16][N:15]([C:18]([O:20][C:21]([CH3:24])([CH3:23])[CH3:22])=[O:19])[CH2:14][CH2:13]1, predict the reactants needed to synthesize it. The reactants are: [CH3:1][O:2][CH2:3][CH2:4][O:5][C:6]1[CH:7]=[CH:8][C:9](/[CH:26]=[CH:27]/[C:28](=[O:38])[NH:29][S:30]([CH2:33][CH2:34][CH2:35][CH2:36][CH3:37])(=[O:32])=[O:31])=[C:10]([CH:25]=1)[O:11][CH:12]1[CH2:17][CH2:16][N:15]([C:18]([O:20][C:21]([CH3:24])([CH3:23])[CH3:22])=[O:19])[CH2:14][CH2:13]1. (6) The reactants are: [OH:1][C:2]1[CH:10]=[CH:9][C:8]2[N:7]3[CH2:11][CH2:12][CH:13]([CH2:14][C:15]([O:17][C:18]([CH3:21])([CH3:20])[CH3:19])=[O:16])[C:6]3=[CH:5][C:4]=2[CH:3]=1.C(=O)([O-])[O-].[Cs+].[Cs+].Cl[CH2:29][C:30]1[CH:35]=[CH:34][C:33]([O:36][CH:37]([CH3:39])[CH3:38])=[C:32]([C:40]([F:43])([F:42])[F:41])[CH:31]=1. Given the product [CH:37]([O:36][C:33]1[CH:34]=[CH:35][C:30]([CH2:29][O:1][C:2]2[CH:10]=[CH:9][C:8]3[N:7]4[CH2:11][CH2:12][CH:13]([CH2:14][C:15]([O:17][C:18]([CH3:21])([CH3:20])[CH3:19])=[O:16])[C:6]4=[CH:5][C:4]=3[CH:3]=2)=[CH:31][C:32]=1[C:40]([F:41])([F:42])[F:43])([CH3:39])[CH3:38], predict the reactants needed to synthesize it. (7) Given the product [C:23]1([S:29]([N:32]2[C:36]3[CH:37]=[N:38][C:39]([C:48]#[N:49])=[C:40]([CH2:41][CH:42]4[CH2:47][CH2:46][N:45]([CH2:12][C:11]([F:10])([F:21])[F:22])[CH2:44][CH2:43]4)[C:35]=3[C:34]3[CH:50]=[CH:51][CH:52]=[N:53][C:33]2=3)(=[O:31])=[O:30])[CH:24]=[CH:25][CH:26]=[CH:27][CH:28]=1, predict the reactants needed to synthesize it. The reactants are: C(N(CC)C(C)C)(C)C.[F:10][C:11]([F:22])([F:21])[CH2:12]OS(C(F)(F)F)(=O)=O.[C:23]1([S:29]([N:32]2[C:36]3[CH:37]=[N:38][C:39]([C:48]#[N:49])=[C:40]([CH2:41][CH:42]4[CH2:47][CH2:46][NH:45][CH2:44][CH2:43]4)[C:35]=3[C:34]3[CH:50]=[CH:51][CH:52]=[N:53][C:33]2=3)(=[O:31])=[O:30])[CH:28]=[CH:27][CH:26]=[CH:25][CH:24]=1. (8) The reactants are: Br[CH2:2][CH2:3][CH2:4][CH2:5][CH2:6][C:7]([O:9][CH2:10][CH3:11])=[O:8].[NH2:12][C:13]1[CH:25]=[CH:24][C:16]([C:17]([O:19][C:20]([CH3:23])([CH3:22])[CH3:21])=[O:18])=[CH:15][CH:14]=1.C(N(CC)C(C)C)(C)C.[I-].[K+].C(=O)([O-])O.[Na+]. Given the product [CH2:10]([O:9][C:7](=[O:8])[CH2:6][CH2:5][CH2:4][CH2:3][CH2:2][NH:12][C:13]1[CH:25]=[CH:24][C:16]([C:17]([O:19][C:20]([CH3:21])([CH3:22])[CH3:23])=[O:18])=[CH:15][CH:14]=1)[CH3:11], predict the reactants needed to synthesize it. (9) Given the product [F:21][C:22]1[CH:29]=[CH:28][C:25]([N:26]([CH3:27])[C:4]([C:1]2([C:7]([OH:9])=[O:8])[CH2:3][CH2:2]2)=[O:5])=[CH:24][CH:23]=1, predict the reactants needed to synthesize it. The reactants are: [C:1]1([C:7]([OH:9])=[O:8])([C:4](O)=[O:5])[CH2:3][CH2:2]1.CCN(CC)CC.S(Cl)(Cl)=O.[F:21][C:22]1[CH:29]=[CH:28][C:25]([NH:26][CH3:27])=[CH:24][CH:23]=1.